This data is from Reaction yield outcomes from USPTO patents with 853,638 reactions. The task is: Predict the reaction yield, written as a fraction of the theoretical maximum amount of product (1.0 means a 100% yield; for example, 0.34 means a 34% yield). (1) No catalyst specified. The yield is 0.910. The reactants are [CH3:1][O:2][C:3]1[C:4]([NH:14][C:15](=[O:19])OCC)=[N:5][C:6]2[C:11]([N:12]=1)=[CH:10][C:9]([CH3:13])=[CH:8][CH:7]=2.[Cl:20][C:21]1[CH:26]=[CH:25][C:24]([N:27]2[CH2:32][CH2:31][NH:30][CH2:29][CH2:28]2)=[CH:23][CH:22]=1. The product is [CH3:1][O:2][C:3]1[C:4]([NH:14][C:15]([N:30]2[CH2:29][CH2:28][N:27]([C:24]3[CH:23]=[CH:22][C:21]([Cl:20])=[CH:26][CH:25]=3)[CH2:32][CH2:31]2)=[O:19])=[N:5][C:6]2[C:11]([N:12]=1)=[CH:10][C:9]([CH3:13])=[CH:8][CH:7]=2. (2) The reactants are [CH2:1]([O:8][C:9]1[CH:16]=[CH:15][CH:14]=[CH:13][C:10]=1C=O)[C:2]1[CH:7]=[CH:6][CH:5]=[CH:4][CH:3]=1.[C:17]([O:24][CH3:25])(=[O:23])[CH2:18][C:19]([O:21][CH3:22])=[O:20].[C:26]([O-])(=O)C. The catalyst is C1C=CC=CC=1. The product is [CH3:22][O:21][C:19](=[O:20])[C:18](=[CH:26][C:14]1[CH:13]=[CH:10][C:9]([O:8][CH2:1][C:2]2[CH:3]=[CH:4][CH:5]=[CH:6][CH:7]=2)=[CH:16][CH:15]=1)[C:17]([O:24][CH3:25])=[O:23]. The yield is 0.900.